Dataset: Catalyst prediction with 721,799 reactions and 888 catalyst types from USPTO. Task: Predict which catalyst facilitates the given reaction. (1) Reactant: Br[C:2]1[CH:3]=[C:4]2[C:9](=[CH:10][CH:11]=1)[C:8](=[O:12])[NH:7][CH2:6][CH2:5]2.[I:13]C1C=CC=CN=1.CN[C@@H]1C[CH2:26][CH2:25][CH2:24][C@H:23]1[NH:28][CH3:29].P([O-])([O-])([O-])=O.[K+].[K+].[K+]. Product: [I:13][C:2]1[CH:3]=[C:4]2[C:9](=[CH:10][CH:11]=1)[C:8](=[O:12])[N:7]([C:23]1[CH:24]=[CH:25][CH:26]=[CH:29][N:28]=1)[CH2:6][CH2:5]2. The catalyst class is: 684. (2) The catalyst class is: 257. Reactant: Br[C:2]1[CH:3]=[C:4]([CH3:11])[C:5]2[N:6]([CH:8]=[CH:9][N:10]=2)[CH:7]=1.[F:12][C:13]([F:24])([F:23])[C:14]1[CH:19]=[CH:18][C:17](B(O)O)=[CH:16][CH:15]=1.C([O-])([O-])=O.[Na+].[Na+].CO[CH2:33][CH2:34]OC. Product: [C:33]([C:8]1[N:6]2[CH:7]=[C:2]([C:17]3[CH:18]=[CH:19][C:14]([C:13]([F:24])([F:23])[F:12])=[CH:15][CH:16]=3)[CH:3]=[C:4]([CH3:11])[C:5]2=[N:10][CH:9]=1)#[CH:34]. (3) Reactant: [CH3:1][S:2](Cl)(=[O:4])=[O:3].[NH2:6][C:7]1[C:8]([C:24]([NH2:26])=[O:25])=[N:9][N:10]([CH2:13][C:14]2[C:22]([Br:23])=[CH:21][C:17]3[O:18][CH2:19][O:20][C:16]=3[CH:15]=2)[C:11]=1[CH3:12].CCN(CC)CC.O. Product: [Br:23][C:22]1[C:14]([CH2:13][N:10]2[C:11]([CH3:12])=[C:7]([NH:6][S:2]([CH3:1])(=[O:4])=[O:3])[C:8]([C:24]([NH2:26])=[O:25])=[N:9]2)=[CH:15][C:16]2[O:20][CH2:19][O:18][C:17]=2[CH:21]=1. The catalyst class is: 2. (4) Reactant: [C:1]([C:3]1[C:8]([O:9][CH2:10][C@H:11]2[CH2:15][CH2:14][CH2:13][N:12]2[C:16]([O:18][C:19]([CH3:22])([CH3:21])[CH3:20])=[O:17])=[CH:7][CH:6]=[CH:5][N:4]=1)#[N:2].[OH-:23].[K+].O. Product: [C:1]([C:3]1[C:8]([O:9][CH2:10][C@H:11]2[CH2:15][CH2:14][CH2:13][N:12]2[C:16]([O:18][C:19]([CH3:22])([CH3:21])[CH3:20])=[O:17])=[CH:7][CH:6]=[CH:5][N:4]=1)(=[O:23])[NH2:2]. The catalyst class is: 107. (5) Reactant: [CH2:1]([O:3][C:4]([C:6]1[C:10]2[CH:11]=[CH:12][C:13]([OH:15])=[CH:14][C:9]=2[O:8][C:7]=1[C:16](=[O:25])[C:17]1[CH:22]=[CH:21][C:20]([Cl:23])=[CH:19][C:18]=1[Cl:24])=[O:5])[CH3:2].C(N(CC)CC)C.[F:33][C:34]([F:47])([F:46])[S:35](O[S:35]([C:34]([F:47])([F:46])[F:33])(=[O:37])=[O:36])(=[O:37])=[O:36]. Product: [CH2:1]([O:3][C:4]([C:6]1[C:10]2[CH:11]=[CH:12][C:13]([O:15][S:35]([C:34]([F:47])([F:46])[F:33])(=[O:37])=[O:36])=[CH:14][C:9]=2[O:8][C:7]=1[C:16](=[O:25])[C:17]1[CH:22]=[CH:21][C:20]([Cl:23])=[CH:19][C:18]=1[Cl:24])=[O:5])[CH3:2]. The catalyst class is: 2. (6) Reactant: [Cl:1][C:2]1[C:11]([N:12]2[CH2:17][CH2:16][NH:15][CH2:14][CH2:13]2)=[N:10][C:9]2[C:4](=[CH:5][CH:6]=[CH:7][CH:8]=2)[N:3]=1.[Cl:18][C:19]1[CH:24]=[CH:23][C:22]([Cl:25])=[CH:21][C:20]=1[CH2:26]Cl.CCN(CC)CC.O. Product: [Cl:1][C:2]1[C:11]([N:12]2[CH2:17][CH2:16][N:15]([CH2:26][C:20]3[CH:21]=[C:22]([Cl:25])[CH:23]=[CH:24][C:19]=3[Cl:18])[CH2:14][CH2:13]2)=[N:10][C:9]2[C:4](=[CH:5][CH:6]=[CH:7][CH:8]=2)[N:3]=1. The catalyst class is: 3. (7) Reactant: [OH:1][CH:2]([C:6]1[CH:11]=[CH:10][C:9]([C:12]2[N:16]=[C:15]([C:17]3[O:21][N:20]=[C:19]([C:22]4[CH:27]=[CH:26][CH:25]=[CH:24][CH:23]=4)[C:18]=3[C:28]([F:31])([F:30])[F:29])[O:14][N:13]=2)=[CH:8][CH:7]=1)[C:3](O)=[O:4].C[N:33]1[CH2:38][CH2:37][O:36]CC1.[CH3:39][N:40](C(ON1N=NC2C=CC=NC1=2)=[N+](C)C)C.F[P-](F)(F)(F)(F)F. Product: [OH:1][CH:2]([C:6]1[CH:7]=[CH:8][C:9]([C:12]2[N:16]=[C:15]([C:17]3[O:21][N:20]=[C:19]([C:22]4[CH:23]=[CH:24][CH:25]=[CH:26][CH:27]=4)[C:18]=3[C:28]([F:31])([F:29])[F:30])[O:14][N:13]=2)=[CH:10][CH:11]=1)[C:3]([NH:33][CH2:38][C:37]([NH:40][CH3:39])=[O:36])=[O:4]. The catalyst class is: 3. (8) Reactant: [F:1][C:2]([F:11])([F:10])[C:3]1[CH:9]=[CH:8][C:6]([NH2:7])=[CH:5][CH:4]=1.C(N(CC)CC)C.[CH:19]([C:21]1[CH:29]=[CH:28][C:24]([C:25](Cl)=[O:26])=[CH:23][CH:22]=1)=[O:20]. Product: [CH:19]([C:21]1[CH:29]=[CH:28][C:24]([C:25]([NH:7][C:6]2[CH:8]=[CH:9][C:3]([C:2]([F:10])([F:11])[F:1])=[CH:4][CH:5]=2)=[O:26])=[CH:23][CH:22]=1)=[O:20]. The catalyst class is: 277. (9) Reactant: [Br:1][C:2]1[C:7]([CH3:8])=[CH:6][C:5]([CH2:9][CH2:10][C:11](OCC)=[O:12])=[CH:4][C:3]=1[CH3:16].[BH4-].[Na+].O. Product: [Br:1][C:2]1[C:7]([CH3:8])=[CH:6][C:5]([CH2:9][CH2:10][CH2:11][OH:12])=[CH:4][C:3]=1[CH3:16]. The catalyst class is: 5.